Predict the reactants needed to synthesize the given product. From a dataset of Full USPTO retrosynthesis dataset with 1.9M reactions from patents (1976-2016). Given the product [C:1]1([C:10]2[CH:15]=[CH:14][CH:13]=[CH:12][CH:11]=2)[CH:6]=[CH:5][C:4]([C:7]([NH:16][C:17]2[CH:26]=[C:21]([C:22]([O:24][CH3:25])=[O:23])[CH:20]=[C:19]([CH:18]=2)[C:27]([O:29][CH3:30])=[O:28])=[O:8])=[CH:3][CH:2]=1, predict the reactants needed to synthesize it. The reactants are: [C:1]1([C:10]2[CH:15]=[CH:14][CH:13]=[CH:12][CH:11]=2)[CH:6]=[CH:5][C:4]([C:7](Cl)=[O:8])=[CH:3][CH:2]=1.[NH2:16][C:17]1[CH:18]=[C:19]([C:27]([O:29][CH3:30])=[O:28])[CH:20]=[C:21]([CH:26]=1)[C:22]([O:24][CH3:25])=[O:23].